From a dataset of Catalyst prediction with 721,799 reactions and 888 catalyst types from USPTO. Predict which catalyst facilitates the given reaction. (1) Reactant: Cl[C:2]1[CH:11]=[C:10]([C:12]([OH:14])=[O:13])[C:9]2[C:4](=[CH:5][CH:6]=[CH:7][CH:8]=2)[N:3]=1.[C:15]([C:17]1[CH:22]=[CH:21][C:20](B2OC(C)(C)C(C)(C)O2)=[CH:19][N:18]=1)#[N:16].C([O-])([O-])=[O:33].[K+].[K+]. Product: [C:15]([C:17]1[N:18]=[CH:19][C:20]([C:2]2[CH:11]=[C:10]([C:12]([OH:14])=[O:13])[C:9]3[C:4](=[CH:5][CH:6]=[CH:7][CH:8]=3)[N:3]=2)=[CH:21][CH:22]=1)(=[O:33])[NH2:16]. The catalyst class is: 203. (2) Reactant: [Br:1][C:2]1[CH:3]=[C:4]([F:14])[C:5]2[CH2:10][O:9][CH:8]([CH2:11]Br)[O:7][C:6]=2[CH:13]=1.[CH3:15][NH2:16]. Product: [Br:1][C:2]1[CH:3]=[C:4]([F:14])[C:5]2[CH2:10][O:9][CH:8]([CH2:11][NH:16][CH3:15])[O:7][C:6]=2[CH:13]=1. The catalyst class is: 14. (3) Reactant: [C:1]([C:3]1([CH2:14][CH2:15][CH2:16]I)[CH2:6][N:5]([C:7]([O:9][C:10]([CH3:13])([CH3:12])[CH3:11])=[O:8])[CH2:4]1)#N.C([Li])CCC.C(O)(=[O:25])C. Product: [O:25]=[C:1]1[CH2:16][CH2:15][CH2:14][C:3]21[CH2:6][N:5]([C:7]([O:9][C:10]([CH3:13])([CH3:12])[CH3:11])=[O:8])[CH2:4]2. The catalyst class is: 116. (4) Reactant: [CH3:1][C:2]([CH3:5])([O-])[CH3:3].[K+].[CH3:7][O:8][C:9]1[N:14]=[CH:13][C:12]([CH:15]=O)=[CH:11][N:10]=1.[C:17]([O:20][CH2:21]C)(=[O:19])[CH3:18].[OH2:23]. Product: [CH3:21][O:20][C:17](=[O:19])[C:18]([NH:10][C:9]([O:8][CH2:1][C:2]1[CH:5]=[CH:13][CH:12]=[CH:11][CH:3]=1)=[O:23])=[CH:15][C:12]1[CH:13]=[N:14][C:9]([O:8][CH3:7])=[N:10][CH:11]=1. The catalyst class is: 448.